From a dataset of Peptide-MHC class I binding affinity with 185,985 pairs from IEDB/IMGT. Regression. Given a peptide amino acid sequence and an MHC pseudo amino acid sequence, predict their binding affinity value. This is MHC class I binding data. (1) The peptide sequence is TVNVILRPK. The MHC is HLA-A24:03 with pseudo-sequence HLA-A24:03. The binding affinity (normalized) is 0.0847. (2) The peptide sequence is YKEPNSIIL. The MHC is HLA-A02:06 with pseudo-sequence HLA-A02:06. The binding affinity (normalized) is 0.0847.